The task is: Predict the product of the given reaction.. This data is from Forward reaction prediction with 1.9M reactions from USPTO patents (1976-2016). (1) The product is: [Br:8][C:5]1[CH:6]=[CH:7][C:2]([NH:1][C:19](=[O:20])[C:18]([CH3:23])([CH3:22])[CH2:17][Cl:16])=[N:3][CH:4]=1. Given the reactants [NH2:1][C:2]1[CH:7]=[CH:6][C:5]([Br:8])=[CH:4][N:3]=1.C(N(CC)CC)C.[Cl:16][CH2:17][C:18]([CH3:23])([CH3:22])[C:19](Cl)=[O:20], predict the reaction product. (2) Given the reactants [Br:1][C:2]1[CH:3]=[C:4]2[C:8](=[CH:9][C:10]=1[N+:11]([O-])=O)[NH:7][CH:6]=[CH:5]2, predict the reaction product. The product is: [Br:1][C:2]1[CH:3]=[C:4]2[C:8](=[CH:9][C:10]=1[NH2:11])[NH:7][CH:6]=[CH:5]2. (3) Given the reactants [Cl:1][C:2]1[CH:3]=[C:4]([C:12]2[O:16][N:15]=[C:14]([C:17]3[C:27]4[CH2:26][CH2:25][NH:24][CH2:23][CH2:22][C:21]=4[CH:20]=[CH:19][CH:18]=3)[N:13]=2)[CH:5]=[CH:6][C:7]=1[O:8][CH:9]([CH3:11])[CH3:10].C(=O)([O-])[O-].[K+].[K+].Br[CH2:35][CH2:36][C:37]([O:39][C:40]([CH3:43])([CH3:42])[CH3:41])=[O:38], predict the reaction product. The product is: [Cl:1][C:2]1[CH:3]=[C:4]([C:12]2[O:16][N:15]=[C:14]([C:17]3[C:27]4[CH2:26][CH2:25][N:24]([CH2:35][CH2:36][C:37]([O:39][C:40]([CH3:43])([CH3:42])[CH3:41])=[O:38])[CH2:23][CH2:22][C:21]=4[CH:20]=[CH:19][CH:18]=3)[N:13]=2)[CH:5]=[CH:6][C:7]=1[O:8][CH:9]([CH3:10])[CH3:11]. (4) Given the reactants [F:1][CH:2]([F:19])[C:3]1[N:4]=[C:5]([C:11]2[CH:16]=[CH:15][C:14]([O:17][CH3:18])=[CH:13][CH:12]=2)[S:6][C:7]=1[C:8](O)=[O:9], predict the reaction product. The product is: [F:19][CH:2]([F:1])[C:3]1[N:4]=[C:5]([C:11]2[CH:16]=[CH:15][C:14]([O:17][CH3:18])=[CH:13][CH:12]=2)[S:6][C:7]=1[CH2:8][OH:9].